This data is from Catalyst prediction with 721,799 reactions and 888 catalyst types from USPTO. The task is: Predict which catalyst facilitates the given reaction. Reactant: [NH:1]1[CH:5]=[CH:4][C:3]([NH2:6])=[N:2]1.[O:7]1[C:11]2[CH:12]=[CH:13][C:14]([C:16]3[S:17][CH:18]=[C:19]([C:21](O)=[O:22])[N:20]=3)=[CH:15][C:10]=2[CH2:9][CH2:8]1.CN(C(ON1N=NC2C=CC=CC1=2)=[N+](C)C)C.F[P-](F)(F)(F)(F)F.N1C=CC=CC=1. Product: [O:7]1[C:11]2[CH:12]=[CH:13][C:14]([C:16]3[S:17][CH:18]=[C:19]([C:21]([NH:6][C:3]4[CH:4]=[CH:5][NH:1][N:2]=4)=[O:22])[N:20]=3)=[CH:15][C:10]=2[CH2:9][CH2:8]1. The catalyst class is: 6.